From a dataset of Experimentally validated miRNA-target interactions with 360,000+ pairs, plus equal number of negative samples. Binary Classification. Given a miRNA mature sequence and a target amino acid sequence, predict their likelihood of interaction. (1) The miRNA is hsa-miR-4723-3p with sequence CCCUCUCUGGCUCCUCCCCAAA. The protein sequence of the target gene is MSLQSAQYLRQAEVLKADMTDSKLGPAEVWTSRQALQDLYQKMLVTDLEYALDKKVEQDLWNHAFKNQITTLQGQAKNRANPNRSEVQANLSLFLEAASGFYTQLLQELCTVFNVDLPCRVKSSQLGIISNKQTHTSAIVKPQSSSCSYICQHCLVHLGDIARYRNQTSQAESYYRHAAQLVPSNGQPYNQLAILASSKGDHLTTIFYYCRSIAVKFPFPAASTNLQKALSKALESRDEVKTKWGVSDFIKAFIKFHGHVYLSKSLEKLSPLREKLEEQFKRLLFQKAFNSQQLVHVTVI.... Result: 1 (interaction). (2) The miRNA is hsa-miR-4531 with sequence AUGGAGAAGGCUUCUGA. The protein sequence of the target gene is MAKYQGEVQSLKLDDDSVIEGVSDQVLVAVVVSFALIATLVYALFRNVHQNIHPENQELVRVLREQLQTEQDAPAATRQQFYTDMYCPICLHQASFPVETNCGHLFCGACIIAYWRYGSWLGAISCPICRQTVTLLLTVFGEDDQSQDVLRLHQDINDYNRRFSGQPRSIMERIMDLPTLLRHAFREMFSVGGLFWMFRIRIILCLMGAFFYLISPLDFVPEALFGILGFLDDFFVIFLLLIYISIMYREVITQRLTR. Result: 0 (no interaction). (3) The miRNA is hsa-miR-6736-3p with sequence UCAGCUCCUCUCUACCCACAG. The protein sequence of the target gene is MTNPWEEKVCKMAQTSLLQGKQFYCREWVFHKLQHCLQEKSNCCNSAVNAPSLVMNSGNNASGVSGKGAAWGVLLVGGPGSGKTALCTELLWPSSPASLQRGLHRQALAFHFCKAQDSDTLCVGGFIRGLVAQICRSGLLQGYEDKLRDPAVQSLLQPGECERNPAEAFKRCVLLPLLGMKPPQQSLYLLVDSVDEGCNITEGEQTSTSLSGTVAALLAGHHEFFPPWLLLLCSARKQSKAVTKMFTGFRKISLDDLRKAYIVKDVQQYILHRLDQEEALRQHLTKETAEMLNQLHIKSS.... Result: 1 (interaction). (4) The miRNA is hsa-miR-5580-5p with sequence UGCUGGCUCAUUUCAUAUGUGU. The protein sequence of the target gene is MGEPRAGAALDDGSGWTGSEEGSEEGTGGSEGAGGDGGPDAEGVWSPDIEQSFQEALAIYPPCGRRKIILSDEGKMYGRNELIARYIKLRTGKTRTRKQVSSHIQVLARRKSREIQSKLKDQVSKDKAFQTMATMSSAQLISAPSLQAKLGPTGPQASELFQFWSGGSGPPWNVPDVKPFSQTPFTLSLTPPSTDLPGYEPPQALSPLPPPTPSPPAWQARGLGTARLQLVEFSAFVEPPDAVDSYQRHLFVHISQHCPSPGAPPLESVDVRQIYDKFPEKKGGLRELYDRGPPHAFFLV.... Result: 0 (no interaction). (5) The miRNA is mmu-miR-6964-3p with sequence UUUCUUGUCUUCCACUCUAG. The protein sequence of the target gene is MSGGLLKALRSDSYVELSQYRDQHFRGDNEEQEKLLKKSCTLYVGNLSFYTTEEQIYELFSKSGDIKKIIMGLDKMKKTACGFCFVEYYSRADAENAMRYINGTRLDDRIIRTDWDAGFKEGRQYGRGRSGGQVRDEYRQDYDAGRGGYGKLAQNQ. Result: 0 (no interaction). (6) The miRNA is hsa-miR-5584-5p with sequence CAGGGAAAUGGGAAGAACUAGA. The protein sequence of the target gene is MAQCVQSVQELIPDSFVPCVAALCSDEAERLTRLNHLSFAELLKPFSRLTSEVHMRDPNNQLHVIKNLKIAVSNIVTQPPQPGAIRKLLNDVVSGSQPAEGLVANVITAGDYDLNISATTPWFESYRETFLQSMPALDHEFLNHYLACMLVASSSEAEPVEQFSKLSQEQHRIQHNSDYSYPKWFIPNTLKYYVLLHDVSAGDEQRAESIYEEMKQKYGTQGCYLLKINSRTSNRASDEQIPDPWSQYLQKNSIQNQESYEDGPCTITSNKNSDNNLLSLDGLDNEVKDGLPNNFRAHPL.... Result: 0 (no interaction).